This data is from Experimentally validated miRNA-target interactions with 360,000+ pairs, plus equal number of negative samples. The task is: Binary Classification. Given a miRNA mature sequence and a target amino acid sequence, predict their likelihood of interaction. The miRNA is hsa-miR-4481 with sequence GGAGUGGGCUGGUGGUU. The protein sequence of the target gene is MEAARRPRLGLSRRRPRPAGGPSGGRPWFLLGGDERERLWAELLRTVSPELILDHEVPSLPAFPGQEPRCGPEPTEVFTVGPKTFSWTPFPPDLWGPGRSYRLLHGAGGHLESPARSLPQRPAPDPCRAPRVEQQPSVEGAAALRSCPMCQKEFAPRLTQLDVDSHLAQCLAESTEDVTW. Result: 0 (no interaction).